Predict the reactants needed to synthesize the given product. From a dataset of Full USPTO retrosynthesis dataset with 1.9M reactions from patents (1976-2016). Given the product [Cl:1][C:2]1[N:3]=[CH:4][C:5]([C:31]2[C:36]([F:37])=[CH:35][N:34]=[C:33]([NH:38][C:39]3[CH:44]=[CH:43][N:42]=[C:41]([CH3:45])[N:40]=3)[CH:32]=2)=[C:6]([CH3:20])[C:7]=1[NH:8][S:9]([C:12]1[CH:17]=[CH:16][C:15]([F:18])=[CH:14][C:13]=1[F:19])(=[O:10])=[O:11], predict the reactants needed to synthesize it. The reactants are: [Cl:1][C:2]1[C:7]([NH:8][S:9]([C:12]2[CH:17]=[CH:16][C:15]([F:18])=[CH:14][C:13]=2[F:19])(=[O:11])=[O:10])=[C:6]([CH3:20])[C:5](B2OC(C)(C)C(C)(C)O2)=[CH:4][N:3]=1.Cl[C:31]1[C:36]([F:37])=[CH:35][N:34]=[C:33]([NH:38][C:39]2[CH:44]=[CH:43][N:42]=[C:41]([CH3:45])[N:40]=2)[CH:32]=1.CC(C1C=C(C(C)C)C(C2C=CC=CC=2P(C2CCCCC2)C2CCCCC2)=C(C(C)C)C=1)C.[O-]P([O-])([O-])=O.[K+].[K+].[K+].